From a dataset of Full USPTO retrosynthesis dataset with 1.9M reactions from patents (1976-2016). Predict the reactants needed to synthesize the given product. (1) Given the product [CH:21]([O:24][C:25](=[O:29])[C@@H:26]([NH:27][P:15]([O:1][C:2]1[CH:3]=[CH:4][C:5]([C:8]2[CH:13]=[CH:12][C:11]([CH3:14])=[CH:10][CH:9]=2)=[CH:6][CH:7]=1)([O:50][CH2:49][C@@H:46]1[C@@H:47]([OH:48])[C@:43]([F:42])([CH3:59])[C@H:44]([N:51]2[CH:58]=[CH:57][C:55](=[O:56])[NH:54][C:52]2=[O:53])[O:45]1)=[O:16])[CH3:28])([CH3:23])[CH3:22], predict the reactants needed to synthesize it. The reactants are: [OH:1][C:2]1[CH:7]=[CH:6][C:5]([C:8]2[CH:13]=[CH:12][C:11]([CH3:14])=[CH:10][CH:9]=2)=[CH:4][CH:3]=1.[P:15](Cl)(Cl)(Cl)=[O:16].Cl.[CH:21]([O:24][C:25](=[O:29])[C@H:26]([CH3:28])[NH2:27])([CH3:23])[CH3:22].FC1C(O)=C(F)C(F)=C(F)C=1F.[F:42][C@:43]1([CH3:59])[C@H:47]([OH:48])[C@@H:46]([CH2:49][OH:50])[O:45][C@H:44]1[N:51]1[CH:58]=[CH:57][C:55](=[O:56])[NH:54][C:52]1=[O:53]. (2) Given the product [F:9][C:5]1[CH:4]=[C:3]([CH:8]=[CH:7][CH:6]=1)[CH2:2][O:36][C:33]1[CH:34]=[CH:35][C:30]([NH:29][C:21]2[C:20]3[C:25](=[CH:26][CH:27]=[CH:28][C:19]=3[O:18][C@H:16]([CH3:17])[CH2:15][NH:14][C:12](=[O:13])[CH2:11][OH:10])[N:24]=[CH:23][N:22]=2)=[CH:31][C:32]=1[CH3:37], predict the reactants needed to synthesize it. The reactants are: Cl[CH2:2][C:3]1[CH:8]=[CH:7][CH:6]=[C:5]([F:9])[CH:4]=1.[OH:10][CH2:11][C:12]([NH:14][CH2:15][C@H:16]([O:18][C:19]1[CH:28]=[CH:27][CH:26]=[C:25]2[C:20]=1[C:21]([NH:29][C:30]1[CH:35]=[CH:34][C:33]([OH:36])=[C:32]([CH3:37])[CH:31]=1)=[N:22][CH:23]=[N:24]2)[CH3:17])=[O:13]. (3) Given the product [CH3:1][O:2][C:3]1[CH:8]=[CH:7][C:6]([C:9]2[CH:14]=[CH:13][N:12]=[C:11]3[NH:15][C:16]([C:18]4[CH:23]=[CH:22][N:21]=[C:20]([C:24]([N:32]5[CH2:33][CH2:34][N:29]([CH3:28])[CH2:30][CH2:31]5)=[O:26])[CH:19]=4)=[N:17][C:10]=23)=[CH:5][CH:4]=1, predict the reactants needed to synthesize it. The reactants are: [CH3:1][O:2][C:3]1[CH:8]=[CH:7][C:6]([C:9]2[CH:14]=[CH:13][N:12]=[C:11]3[NH:15][C:16]([C:18]4[CH:23]=[CH:22][N:21]=[C:20]([C:24]([O:26]C)=O)[CH:19]=4)=[N:17][C:10]=23)=[CH:5][CH:4]=1.[CH3:28][N:29]1[CH2:34][CH2:33][NH:32][CH2:31][CH2:30]1. (4) Given the product [NH2:1][C:2]1[N:3]=[C:4]([NH:19][C:20]2[CH:25]=[CH:24][C:23]([N:26]3[CH2:31][CH2:30][N:29]([CH3:32])[CH2:28][CH2:27]3)=[CH:22][CH:21]=2)[S:5][C:6]=1[C:7]([C:9]1[CH:14]=[CH:13][C:12]([NH:36][CH2:35][CH2:33][OH:34])=[C:11]([N+:16]([O-:18])=[O:17])[CH:10]=1)=[O:8], predict the reactants needed to synthesize it. The reactants are: [NH2:1][C:2]1[N:3]=[C:4]([NH:19][C:20]2[CH:25]=[CH:24][C:23]([N:26]3[CH2:31][CH2:30][N:29]([CH3:32])[CH2:28][CH2:27]3)=[CH:22][CH:21]=2)[S:5][C:6]=1[C:7]([C:9]1[CH:14]=[CH:13][C:12](Cl)=[C:11]([N+:16]([O-:18])=[O:17])[CH:10]=1)=[O:8].[CH2:33]([CH2:35][NH2:36])[OH:34].C(N(CC)C(C)C)(C)C.